From a dataset of Reaction yield outcomes from USPTO patents with 853,638 reactions. Predict the reaction yield, written as a fraction of the theoretical maximum amount of product (1.0 means a 100% yield; for example, 0.34 means a 34% yield). (1) The reactants are [NH2:1][CH2:2][CH2:3][O:4][CH2:5][CH2:6][O:7][CH2:8][CH:9]([O:18][CH2:19][C:20]([OH:22])=[O:21])[CH2:10][O:11][CH2:12][CH2:13][O:14][CH2:15][CH2:16][NH2:17].CCN([CH:29]([CH3:31])[CH3:30])C(C)C.Cl[Si](C)(C)C.[C:37](Cl)([O:39][CH2:40][CH:41]1[C:53]2[C:48](=[CH:49][CH:50]=[CH:51][CH:52]=2)[C:47]2[C:42]1=[CH:43][CH:44]=[CH:45][CH:46]=2)=[O:38]. The catalyst is C(Cl)Cl. The product is [CH:52]1[C:53]2[CH:41]([CH2:40][O:39][C:37]([NH:1][CH2:2][CH2:3][O:4][CH2:5][CH2:6][O:7][CH2:8][CH:9]([O:18][CH2:19][C:20]([OH:22])=[O:21])[CH2:10][O:11][CH2:12][CH2:13][O:14][CH2:15][CH2:16][NH:17][C:37]([O:39][CH2:40][CH:30]3[C:29]4[CH:31]=[CH:51][CH:52]=[CH:53][C:41]=4[C:42]4[C:47]3=[CH:46][CH:45]=[CH:44][CH:43]=4)=[O:38])=[O:38])[C:42]3[C:47](=[CH:46][CH:45]=[CH:44][CH:43]=3)[C:48]=2[CH:49]=[CH:50][CH:51]=1. The yield is 0.420. (2) The reactants are C([O:3][C:4]([C:6]1[C:15]2[C:10](=[CH:11][C:12]([O:18][CH3:19])=[C:13]([O:16][CH3:17])[CH:14]=2)[C:9](=[O:20])[N:8]([CH2:21][CH3:22])[N:7]=1)=[O:5])C.[OH-].[Li+].Cl. The catalyst is C(O)C.O. The product is [CH2:21]([N:8]1[C:9](=[O:20])[C:10]2[C:15](=[CH:14][C:13]([O:16][CH3:17])=[C:12]([O:18][CH3:19])[CH:11]=2)[C:6]([C:4]([OH:5])=[O:3])=[N:7]1)[CH3:22]. The yield is 0.770. (3) The yield is 0.370. The reactants are [I:1][C:2]1[C:10]2[C:5](=[N:6][CH:7]=[C:8]([N:11]3[CH2:14][CH:13]([NH:15][C:16](=[O:22])[O:17][C:18]([CH3:21])([CH3:20])[CH3:19])[CH2:12]3)[CH:9]=2)[NH:4][CH:3]=1.[S:23](Cl)([C:26]1[CH:32]=[CH:31][C:29]([CH3:30])=[CH:28][CH:27]=1)(=[O:25])=[O:24].[OH-].[Na+].O. The catalyst is C1(C)C=CC=CC=1.O. The product is [I:1][C:2]1[C:10]2[C:5](=[N:6][CH:7]=[C:8]([N:11]3[CH2:14][CH:13]([NH:15][C:16](=[O:22])[O:17][C:18]([CH3:19])([CH3:21])[CH3:20])[CH2:12]3)[CH:9]=2)[N:4]([S:23]([C:26]2[CH:32]=[CH:31][C:29]([CH3:30])=[CH:28][CH:27]=2)(=[O:25])=[O:24])[CH:3]=1. (4) The reactants are [F:1][C:2]([F:19])([F:18])[C:3](=O)[CH2:4][C:5]([C:7]1[CH:12]=[CH:11][C:10]([C:13]([F:16])([F:15])[F:14])=[CH:9][CH:8]=1)=O.[CH2:20]([O:22][C:23]([C:25]1[N:26]=[CH:27][NH:28][C:29]=1[NH2:30])=[O:24])[CH3:21]. The catalyst is C(O)(=O)C. The product is [CH2:20]([O:22][C:23]([C:25]1[N:26]=[CH:27][N:28]2[C:3]([C:2]([F:19])([F:18])[F:1])=[CH:4][C:5]([C:7]3[CH:12]=[CH:11][C:10]([C:13]([F:16])([F:15])[F:14])=[CH:9][CH:8]=3)=[N:30][C:29]=12)=[O:24])[CH3:21]. The yield is 0.430. (5) The reactants are Br[C:2]1[CH:3]=[C:4]2[C:8](=[CH:9][CH:10]=1)[N:7]([CH2:11][CH3:12])[CH:6]=[C:5]2[C:13]#[N:14].[S:15]1[CH:19]=[CH:18][C:17](B(O)O)=[CH:16]1.[F-].[Cs+]. The catalyst is C([O-])(O)=O.[Na+].Cl[Pd](Cl)([P](C1C=CC=CC=1)(C1C=CC=CC=1)C1C=CC=CC=1)[P](C1C=CC=CC=1)(C1C=CC=CC=1)C1C=CC=CC=1. The product is [CH2:11]([N:7]1[C:8]2[C:4](=[CH:3][C:2]([C:17]3[CH:18]=[CH:19][S:15][CH:16]=3)=[CH:10][CH:9]=2)[C:5]([C:13]#[N:14])=[CH:6]1)[CH3:12]. The yield is 0.250. (6) The reactants are [H-].[Na+].[NH2:3][C:4]1[NH:8][C:7]2([C:17]3[C:12](=[CH:13][CH:14]=[C:15]([Br:18])[CH:16]=3)[O:11][C:10]([CH3:20])([CH3:19])[CH2:9]2)[C:6](=[O:21])[N:5]=1.[CH3:22]I. The catalyst is C1COCC1. The product is [NH2:3][C:4]1[N:5]([CH3:22])[C:6](=[O:21])[C:7]2([C:17]3[C:12](=[CH:13][CH:14]=[C:15]([Br:18])[CH:16]=3)[O:11][C:10]([CH3:19])([CH3:20])[CH2:9]2)[N:8]=1. The yield is 0.800. (7) The reactants are [CH:1]([C:4]1[CH:9]=[CH:8][CH:7]=[C:6]([CH:10]([CH3:12])[CH3:11])[C:5]=1[OH:13])([CH3:3])[CH3:2].[OH-].[Na+].Br[CH2:17][Cl:18]. The catalyst is C1COCC1. The product is [Cl:18][CH2:17][O:13][C:5]1[C:4]([CH:1]([CH3:3])[CH3:2])=[CH:9][CH:8]=[CH:7][C:6]=1[CH:10]([CH3:12])[CH3:11]. The yield is 0.750. (8) The reactants are [Cl:1][C:2]1[C:3]([O:19][C@H:20]2[CH2:25][CH2:24][C@@H:23]([OH:26])[CH2:22][C@@H:21]2[C:27]2[N:31]([CH3:32])[N:30]=[CH:29][CH:28]=2)=[CH:4][C:5]([F:18])=[C:6]([S:8]([NH:11][C:12]2[CH:17]=[CH:16][N:15]=[CH:14][N:13]=2)(=[O:10])=[O:9])[CH:7]=1.[C:33](OC(=O)C)(=[O:35])[CH3:34]. The catalyst is CN(C1C=CN=CC=1)C.N1C=CC=CC=1. The product is [C:33]([O:26][C@@H:23]1[CH2:24][CH2:25][C@H:20]([O:19][C:3]2[CH:4]=[C:5]([F:18])[C:6]([S:8](=[O:10])(=[O:9])[NH:11][C:12]3[CH:17]=[CH:16][N:15]=[CH:14][N:13]=3)=[CH:7][C:2]=2[Cl:1])[C@@H:21]([C:27]2[N:31]([CH3:32])[N:30]=[CH:29][CH:28]=2)[CH2:22]1)(=[O:35])[CH3:34]. The yield is 0.910. (9) The reactants are [N+:1]([C:4]1[CH:5]=[C:6]([CH:22]=[CH:23][CH:24]=1)[CH2:7][O:8][C:9]1[CH:10]=[C:11]2[C:15](=[CH:16][CH:17]=1)[N:14]([CH3:18])[C:13]([NH2:19])=[C:12]2[C:20]#[N:21])([O-])=O.C([O-])([O-])=O.[K+].[K+]. The catalyst is CO.O=[Pt]=O. The product is [NH2:1][C:4]1[CH:5]=[C:6]([CH:22]=[CH:23][CH:24]=1)[CH2:7][O:8][C:9]1[CH:10]=[C:11]2[C:15](=[CH:16][CH:17]=1)[N:14]([CH3:18])[C:13]([NH2:19])=[C:12]2[C:20]#[N:21]. The yield is 0.910.